From a dataset of Forward reaction prediction with 1.9M reactions from USPTO patents (1976-2016). Predict the product of the given reaction. (1) Given the reactants COC[O:4][C:5]1[CH:10]=[CH:9][C:8]([O:11]COC)=[CH:7][C:6]=1[C@@H:15]1[CH2:19][C@H:18]([CH3:20])[CH2:17][C@@H:16]1[C:21]([C:23]1[CH:28]=[CH:27][C:26]([O:29]COC)=[CH:25][CH:24]=1)=O.C1(C)C=CC(S(O)(=O)=O)=CC=1.C([BH3-])#N.[Na+].Cl, predict the reaction product. The product is: [OH:29][C:26]1[CH:25]=[CH:24][C:23]([CH:21]2[CH:16]3[CH2:17][CH:18]([CH3:19])[CH2:20][CH:15]3[C:6]3[CH:7]=[C:8]([OH:11])[CH:9]=[CH:10][C:5]=3[O:4]2)=[CH:28][CH:27]=1. (2) Given the reactants [F:1][C:2]1[CH:7]=[CH:6][C:5]([C:8]2[C:9]([O:17][CH2:18][CH:19]3[CH2:21][CH2:20]3)=[N:10][CH:11]=[C:12]([CH:16]=2)[C:13]([OH:15])=O)=[CH:4][CH:3]=1.[NH2:22][CH2:23][C@@:24]([CH3:29])([CH:26]1[CH2:28][CH2:27]1)[OH:25], predict the reaction product. The product is: [CH:26]1([C@:24]([OH:25])([CH3:29])[CH2:23][NH:22][C:13](=[O:15])[C:12]2[CH:16]=[C:8]([C:5]3[CH:4]=[CH:3][C:2]([F:1])=[CH:7][CH:6]=3)[C:9]([O:17][CH2:18][CH:19]3[CH2:21][CH2:20]3)=[N:10][CH:11]=2)[CH2:28][CH2:27]1. (3) The product is: [F:1][C:2]1[CH:25]=[CH:24][CH:23]=[C:22]([F:26])[C:3]=1[O:4][CH:5]1[CH2:10][CH2:9][CH:8]([CH2:11][O:12][C:13]2[CH:20]=[CH:19][CH:18]=[C:17]3[C:14]=2[C:15]([NH2:16])=[N:31][C:32]([NH2:34])=[N:33]3)[CH2:7][CH2:6]1. Given the reactants [F:1][C:2]1[CH:25]=[CH:24][CH:23]=[C:22]([F:26])[C:3]=1[O:4][CH:5]1[CH2:10][CH2:9][CH:8]([CH2:11][O:12][C:13]2[CH:20]=[CH:19][CH:18]=[C:17](F)[C:14]=2[C:15]#[N:16])[CH2:7][CH2:6]1.C(=O)(O)O.[NH2:31][C:32]([NH2:34])=[NH:33], predict the reaction product.